The task is: Predict the product of the given reaction.. This data is from Forward reaction prediction with 1.9M reactions from USPTO patents (1976-2016). (1) The product is: [CH3:64][O:63][C:59]1[CH:58]=[C:57]([CH:62]=[CH:61][CH:60]=1)[CH2:56][NH:55][C:53]([C:48]1[NH:49][C:50](=[O:52])[C:51]2[C:43]([CH2:42][O:13][CH2:12][C@H:9]3[CH2:10][CH2:11][C@H:6]([CH2:14][OH:15])[CH2:7][CH2:8]3)=[CH:44][S:45][C:46]=2[N:47]=1)=[O:54]. Given the reactants C([Li])CCC.[C@H:6]1([CH2:14][OH:15])[CH2:11][CH2:10][C@H:9]([CH2:12][OH:13])[CH2:8][CH2:7]1.BrCC1C2C(=O)NC(C(OCC)=O)=NC=2SC=1.N[C@H]1CC[C@H](CO[CH2:42][C:43]2[C:51]3[C:50](=[O:52])[NH:49][C:48]([C:53]([NH:55][CH2:56][C:57]4[CH:62]=[CH:61][CH:60]=[C:59]([O:63][CH3:64])[CH:58]=4)=[O:54])=[N:47][C:46]=3[S:45][CH:44]=2)CC1, predict the reaction product. (2) Given the reactants [CH3:1][C:2]1[N:7]=[C:6]([C:8]2[CH:13]=[CH:12][CH:11]=[C:10]([C:14]3[CH:15]=[C:16]([S:20](Cl)(=[O:22])=[O:21])[CH:17]=[CH:18][CH:19]=3)[N:9]=2)[CH:5]=[C:4]([C:24]2[CH:29]=[CH:28][C:27]([C:30]([F:33])([F:32])[F:31])=[CH:26][CH:25]=2)[CH:3]=1.[CH3:34][O:35][CH2:36][CH2:37][O:38][CH2:39][CH2:40][O:41][CH2:42][CH2:43][O:44][CH2:45][CH2:46][NH:47][CH2:48][CH2:49][O:50][CH2:51][CH2:52][O:53][CH2:54][CH2:55][O:56][CH2:57][CH2:58][O:59][CH3:60].CCN(CC)CC, predict the reaction product. The product is: [CH3:60][O:59][CH2:58][CH2:57][O:56][CH2:55][CH2:54][O:53][CH2:52][CH2:51][O:50][CH2:49][CH2:48][N:47]([CH2:46][CH2:45][O:44][CH2:43][CH2:42][O:41][CH2:40][CH2:39][O:38][CH2:37][CH2:36][O:35][CH3:34])[S:20]([C:16]1[CH:17]=[CH:18][CH:19]=[C:14]([C:10]2[N:9]=[C:8]([C:6]3[CH:5]=[C:4]([C:24]4[CH:29]=[CH:28][C:27]([C:30]([F:33])([F:32])[F:31])=[CH:26][CH:25]=4)[CH:3]=[C:2]([CH3:1])[N:7]=3)[CH:13]=[CH:12][CH:11]=2)[CH:15]=1)(=[O:22])=[O:21]. (3) Given the reactants [CH2:1]([O:3][C:4]([C:6]1([C:9]2[CH:14]=[CH:13][C:12]([C:15]3[CH:20]=[CH:19][C:18](B4OC(C)(C)C(C)(C)O4)=[CH:17][C:16]=3[O:30][CH3:31])=[CH:11][CH:10]=2)[CH2:8][CH2:7]1)=[O:5])[CH3:2].Br[C:33]1[S:34][C:35]([Cl:41])=[CH:36][C:37]=1[C:38]([NH2:40])=[O:39].C(=O)([O-])[O-].[Na+].[Na+].O, predict the reaction product. The product is: [CH2:1]([O:3][C:4]([C:6]1([C:9]2[CH:14]=[CH:13][C:12]([C:15]3[CH:20]=[CH:19][C:18]([C:33]4[S:34][C:35]([Cl:41])=[CH:36][C:37]=4[C:38](=[O:39])[NH2:40])=[CH:17][C:16]=3[O:30][CH3:31])=[CH:11][CH:10]=2)[CH2:7][CH2:8]1)=[O:5])[CH3:2]. (4) Given the reactants [CH3:1][C:2]1[N:3]([C:7]2[CH:12]=[CH:11][C:10]([NH:13][C:14]([NH2:16])=[NH:15])=[CH:9][CH:8]=2)[CH:4]=[CH:5][N:6]=1.O=[C:18]1[CH2:23][CH2:22][N:21]([C:24]([O:26][C:27]([CH3:30])([CH3:29])[CH3:28])=[O:25])[CH2:20][CH:19]1[C:31](=O)[CH:32]([C:34]1[CH:39]=[CH:38][CH:37]=[CH:36][CH:35]=1)[CH3:33].[O-]CC.[Na+], predict the reaction product. The product is: [CH3:1][C:2]1[N:3]([C:7]2[CH:8]=[CH:9][C:10]([NH:13][C:14]3[N:16]=[C:31]([CH:32]([C:34]4[CH:35]=[CH:36][CH:37]=[CH:38][CH:39]=4)[CH3:33])[C:19]4[CH2:20][N:21]([C:24]([O:26][C:27]([CH3:28])([CH3:29])[CH3:30])=[O:25])[CH2:22][CH2:23][C:18]=4[N:15]=3)=[CH:11][CH:12]=2)[CH:4]=[CH:5][N:6]=1. (5) Given the reactants [OH:1][C:2]1[C:7]([OH:8])=[C:6]([CH2:9][N:10]([CH2:15][C:16]([OH:18])=O)[CH2:11][C:12]([OH:14])=[O:13])[CH:5]=[CH:4][C:3]=1[CH2:19][N:20]([CH2:25][C:26]([OH:28])=O)[CH2:21][C:22]([OH:24])=[O:23], predict the reaction product. The product is: [C:2]([O:1][C:2]1[C:3]([CH2:19][N:20]2[CH2:25][C:26](=[O:28])[O:23][C:22](=[O:24])[CH2:21]2)=[CH:4][CH:5]=[C:6]([CH2:9][N:10]2[CH2:11][C:12](=[O:14])[O:13][C:16](=[O:18])[CH2:15]2)[C:7]=1[O:8][C:7](=[O:8])[CH3:6])(=[O:1])[CH3:3].